From a dataset of Merck oncology drug combination screen with 23,052 pairs across 39 cell lines. Regression. Given two drug SMILES strings and cell line genomic features, predict the synergy score measuring deviation from expected non-interaction effect. (1) Drug 1: COc1cc(C2c3cc4c(cc3C(OC3OC5COC(C)OC5C(O)C3O)C3COC(=O)C23)OCO4)cc(OC)c1O. Drug 2: CNC(=O)c1cc(Oc2ccc(NC(=O)Nc3ccc(Cl)c(C(F)(F)F)c3)cc2)ccn1. Cell line: UWB1289. Synergy scores: synergy=-1.47. (2) Drug 1: COc1cc(C2c3cc4c(cc3C(OC3OC5COC(C)OC5C(O)C3O)C3COC(=O)C23)OCO4)cc(OC)c1O. Drug 2: CCN(CC)CCNC(=O)c1c(C)[nH]c(C=C2C(=O)Nc3ccc(F)cc32)c1C. Cell line: UWB1289BRCA1. Synergy scores: synergy=13.2. (3) Drug 1: CCC1=CC2CN(C1)Cc1c([nH]c3ccccc13)C(C(=O)OC)(c1cc3c(cc1OC)N(C)C1C(O)(C(=O)OC)C(OC(C)=O)C4(CC)C=CCN5CCC31C54)C2. Drug 2: NC1(c2ccc(-c3nc4ccn5c(=O)[nH]nc5c4cc3-c3ccccc3)cc2)CCC1. Cell line: NCIH520. Synergy scores: synergy=23.3.